Dataset: Reaction yield outcomes from USPTO patents with 853,638 reactions. Task: Predict the reaction yield, written as a fraction of the theoretical maximum amount of product (1.0 means a 100% yield; for example, 0.34 means a 34% yield). (1) The reactants are [CH3:1][C:2]1[CH:7]=[CH:6][CH:5]=[CH:4][C:3]=1[NH:8][C:9]1[O:10][C:11]2[CH:17]=[C:16]([CH2:18][C:19]([O:21]C)=[O:20])[CH:15]=[CH:14][C:12]=2[N:13]=1.[OH-].[K+]. The catalyst is CO.O. The product is [CH3:1][C:2]1[CH:7]=[CH:6][CH:5]=[CH:4][C:3]=1[NH:8][C:9]1[O:10][C:11]2[CH:17]=[C:16]([CH2:18][C:19]([OH:21])=[O:20])[CH:15]=[CH:14][C:12]=2[N:13]=1. The yield is 0.910. (2) The reactants are [CH2:1]([CH:8]1[CH2:13][CH2:12][N:11](C(OC(C)(C)C)=O)[CH2:10][CH:9]1[F:21])[C:2]1[CH:7]=[CH:6][CH:5]=[CH:4][CH:3]=1.[ClH:22]. The catalyst is O1CCOCC1. The product is [ClH:22].[CH2:1]([CH:8]1[CH2:13][CH2:12][NH:11][CH2:10][CH:9]1[F:21])[C:2]1[CH:3]=[CH:4][CH:5]=[CH:6][CH:7]=1. The yield is 0.980. (3) The reactants are ClC1C=C(C=CC=1)C(OO)=[O:6].[Cl:12][C:13]1[CH:22]=[CH:21][C:20]2[CH2:19][N:18]([C:23]([O:25][C:26]([CH3:29])([CH3:28])[CH3:27])=[O:24])[CH2:17][CH2:16][C:15]=2[N:14]=1. The catalyst is C(Cl)(Cl)Cl. The product is [C:26]([O:25][C:23]([N:18]1[CH2:17][CH2:16][C:15]2[N+:14]([O-:6])=[C:13]([Cl:12])[CH:22]=[CH:21][C:20]=2[CH2:19]1)=[O:24])([CH3:29])([CH3:28])[CH3:27]. The yield is 0.566. (4) The reactants are [CH2:1]1[NH:6][CH2:5][CH2:4][N:3]2[C:7](=[O:10])[CH2:8][CH2:9][CH:2]12.Cl[C:12]1[C:21]2[C:16](=[CH:17][C:18]([Cl:22])=[CH:19][CH:20]=2)[CH:15]=[N:14][N:13]=1. The catalyst is CC#N. The product is [Cl:22][C:18]1[CH:17]=[C:16]2[C:21](=[CH:20][CH:19]=1)[C:12]([N:6]1[CH2:5][CH2:4][N:3]3[C:7](=[O:10])[CH2:8][CH2:9][CH:2]3[CH2:1]1)=[N:13][N:14]=[CH:15]2. The yield is 0.200. (5) The reactants are [F:1][C:2]([F:12])([F:11])[C:3]1[N:4]=[C:5]([C:8]([OH:10])=[O:9])[S:6][CH:7]=1.O=S(Cl)Cl.[CH3:17][CH2:18]O. No catalyst specified. The product is [CH2:17]([O:9][C:8]([C:5]1[S:6][CH:7]=[C:3]([C:2]([F:1])([F:11])[F:12])[N:4]=1)=[O:10])[CH3:18]. The yield is 0.960. (6) The reactants are [CH3:1][N:2]1[C:10]2[CH2:9][CH2:8][CH2:7][CH2:6][C:5]=2[C:4]([C:11]2[N:12]=[C:13]3[C:19]([CH:20]=[O:21])=[CH:18][N:17]([CH2:22][O:23][CH2:24][CH2:25][Si:26]([CH3:29])([CH3:28])[CH3:27])[C:14]3=[N:15][CH:16]=2)=[N:3]1.S(=O)(=O)([OH:32])N.Cl([O-])=O.[Na+].OP([O-])(O)=O.[K+].[OH2:45]. The catalyst is O1CCOCC1. The product is [C:20]([C:19]1[C:13]2[C:14](=[N:15][CH:16]=[C:11]([C:4]3[C:5]4[CH2:6][CH2:7][CH2:8][CH2:9][C:10]=4[N:2]([CH3:1])[N+:3]=3[O-:32])[N:12]=2)[N:17]([CH2:22][O:23][CH2:24][CH2:25][Si:26]([CH3:29])([CH3:28])[CH3:27])[CH:18]=1)([OH:21])=[O:45]. The yield is 0.515.